Regression/Classification. Given a drug SMILES string, predict its toxicity properties. Task type varies by dataset: regression for continuous values (e.g., LD50, hERG inhibition percentage) or binary classification for toxic/non-toxic outcomes (e.g., AMES mutagenicity, cardiotoxicity, hepatotoxicity). Dataset: herg_karim. From a dataset of hERG potassium channel inhibition data for cardiac toxicity prediction from Karim et al.. (1) The result is 1 (blocker). The drug is O=C(CNc1n[nH]c2ccc(C(F)(F)F)cc12)NC1CN([C@H]2CC[C@@H](c3ccccc3)CC2)C1. (2) The drug is Cc1cn2ccn(CC3(c4ccc(C(F)(F)F)cc4)CC3)c(=O)c2n1. The result is 0 (non-blocker). (3) The molecule is Cc1cc(C(N)=O)c(-c2cccc(OC(=O)NCCCCCCc3ccccc3)c2)s1. The result is 0 (non-blocker). (4) The molecule is O=C(c1cccc(Cl)c1Cl)N(c1ccccc1)C1CCNC1. The result is 1 (blocker).